From a dataset of Catalyst prediction with 721,799 reactions and 888 catalyst types from USPTO. Predict which catalyst facilitates the given reaction. (1) Reactant: Br[C:2]1[CH:10]=[CH:9][C:5]([C:6]([OH:8])=[O:7])=[CH:4][C:3]=1[F:11].C([O-])([O-])=O.[K+].[K+].CC1(C)COB([C:25]2[N:29]([CH3:30])[N:28]=[CH:27][CH:26]=2)OC1. Product: [F:11][C:3]1[CH:4]=[C:5]([CH:9]=[CH:10][C:2]=1[C:25]1[N:29]([CH3:30])[N:28]=[CH:27][CH:26]=1)[C:6]([OH:8])=[O:7]. The catalyst class is: 70. (2) Reactant: [C:1]([C:4]1[C:9]2[S:10][C:11]([C:14]([NH:16][C:17]3[CH:26]=[CH:25][C:24]4[C:19](=[CH:20][CH:21]=[CH:22][C:23]=4[C:27]([N:29]4[CH2:32][CH:31]([O:33][CH3:34])[CH2:30]4)=[O:28])[N:18]=3)=[O:15])=[C:12]([CH3:13])[C:8]=2[C:7]([CH2:35][O:36][CH3:37])=[CH:6][CH:5]=1)(=[O:3])[CH3:2].[ClH:38]. Product: [ClH:38].[C:1]([C:4]1[C:9]2[S:10][C:11]([C:14]([NH:16][C:17]3[CH:26]=[CH:25][C:24]4[C:19](=[CH:20][CH:21]=[CH:22][C:23]=4[C:27]([N:29]4[CH2:32][CH:31]([O:33][CH3:34])[CH2:30]4)=[O:28])[N:18]=3)=[O:15])=[C:12]([CH3:13])[C:8]=2[C:7]([CH2:35][O:36][CH3:37])=[CH:6][CH:5]=1)(=[O:3])[CH3:2]. The catalyst class is: 5. (3) Reactant: [Si]([O:8][CH2:9][C@H:10]([NH:18]S(C(C)(C)C)=O)[C:11]1[CH:16]=[CH:15][C:14]([F:17])=[CH:13][N:12]=1)(C(C)(C)C)(C)C.[ClH:25]. Product: [ClH:25].[NH2:18][C@H:10]([C:11]1[CH:16]=[CH:15][C:14]([F:17])=[CH:13][N:12]=1)[CH2:9][OH:8]. The catalyst class is: 5. (4) The catalyst class is: 2. Reactant: Cl[CH2:2][C:3](Cl)=[O:4].[F:6][CH:7]([F:35])[C:8]1[N:12]([C:13]2[N:18]=[C:17]([N:19]3[CH2:24][CH2:23][NH:22][CH2:21][CH2:20]3)[CH:16]=[C:15]([N:25]3[CH2:30][CH2:29][O:28][CH2:27][CH2:26]3)[N:14]=2)[C:11]2[CH:31]=[CH:32][CH:33]=[CH:34][C:10]=2[N:9]=1.C(N(CC)CC)C.[NH2:43][CH2:44][CH2:45][OH:46]. Product: [F:35][CH:7]([F:6])[C:8]1[N:12]([C:13]2[N:18]=[C:17]([N:19]3[CH2:24][CH2:23][N:22]([C:3](=[O:4])[CH2:2][NH:43][CH2:44][CH2:45][OH:46])[CH2:21][CH2:20]3)[CH:16]=[C:15]([N:25]3[CH2:26][CH2:27][O:28][CH2:29][CH2:30]3)[N:14]=2)[C:11]2[CH:31]=[CH:32][CH:33]=[CH:34][C:10]=2[N:9]=1. (5) Reactant: [OH-].[Na+].Cl.[N:4]1([CH:17]2[CH2:22][CH2:21][CH2:20][NH:19][CH2:18]2)[C:15]2=[C:16]3[C:11](=[CH:12][CH:13]=[CH:14]2)[CH:10]=[N:9][CH:8]=[C:7]3[CH2:6][CH2:5]1.Br[CH2:24][CH2:25][OH:26].ClCCO. Product: [OH:26][CH2:25][CH2:24][N:19]1[CH2:20][CH2:21][CH2:22][CH:17]([N:4]2[C:15]3=[C:16]4[C:11](=[CH:12][CH:13]=[CH:14]3)[CH:10]=[N:9][CH:8]=[C:7]4[CH2:6][CH2:5]2)[CH2:18]1. The catalyst class is: 8. (6) Reactant: [N+:1]([C:4]1[CH:9]=[CH:8][C:7](/[CH:10]=[CH:11]\[C:12]2[N:13]=[C:14]([NH:17][C:18](=[O:20])[CH3:19])[S:15][CH:16]=2)=[CH:6][CH:5]=1)([O-:3])=[O:2].Cl.[NH:22]1[CH2:26][CH2:25][C@@H:24]([C:27]([O:29][CH3:30])=[O:28])[CH2:23]1.[CH2:31]=O. Product: [C:18]([NH:17][C:14]1[S:15][C:16]([CH2:31][N:22]2[CH2:26][CH2:25][C@@H:24]([C:27]([O:29][CH3:30])=[O:28])[CH2:23]2)=[C:12](/[CH:11]=[CH:10]\[C:7]2[CH:8]=[CH:9][C:4]([N+:1]([O-:3])=[O:2])=[CH:5][CH:6]=2)[N:13]=1)(=[O:20])[CH3:19]. The catalyst class is: 15. (7) Reactant: Cl.Cl.[CH3:3][C:4]1[N:8]([CH3:9])[C:7]([C:10]2[CH:11]=[C:12]([NH:16][C:17]([NH2:19])=[NH:18])[CH:13]=[CH:14][CH:15]=2)=[CH:6][N:5]=1.CN([CH:23]=[C:24]1[CH2:33][CH2:32][C:31]2[C:26](=[CH:27][CH:28]=[CH:29][C:30]=2[O:34][CH3:35])[C:25]1=O)C.N1C=CC=CC=1. Product: [CH3:3][C:4]1[N:8]([CH3:9])[C:7]([C:10]2[CH:11]=[C:12]([NH:16][C:17]3[N:19]=[CH:23][C:24]4[CH2:33][CH2:32][C:31]5[C:30]([O:34][CH3:35])=[CH:29][CH:28]=[CH:27][C:26]=5[C:25]=4[N:18]=3)[CH:13]=[CH:14][CH:15]=2)=[CH:6][N:5]=1. The catalyst class is: 8.